This data is from Forward reaction prediction with 1.9M reactions from USPTO patents (1976-2016). The task is: Predict the product of the given reaction. (1) Given the reactants [ClH:1].[N:2]1([CH2:8][CH2:9][O:10][C:11]2[CH:16]=[CH:15][C:14]([CH:17]3[C:25]4[C:20](=[CH:21][CH:22]=[C:23]([OH:26])[CH:24]=4)[C:19]4([C:34]5[C:29](=[CH:30][C:31]([OH:35])=[CH:32][CH:33]=5)[CH2:28][CH2:27]4)[CH2:18]3)=[CH:13][CH:12]=2)[CH2:7][CH2:6][CH2:5][CH2:4][CH2:3]1, predict the reaction product. The product is: [ClH:1].[N:2]1([CH2:8][CH2:9][O:10][C:11]2[CH:16]=[CH:15][C:14]([C@H:17]3[C:25]4[C:20](=[CH:21][CH:22]=[C:23]([OH:26])[CH:24]=4)[C@@:19]4([C:34]5[C:29](=[CH:30][C:31]([OH:35])=[CH:32][CH:33]=5)[CH2:28][CH2:27]4)[CH2:18]3)=[CH:13][CH:12]=2)[CH2:7][CH2:6][CH2:5][CH2:4][CH2:3]1. (2) Given the reactants [F:1][C:2]1[CH:10]=[CH:9][C:5]([C:6](O)=[O:7])=[CH:4][C:3]=1[C:11]1[C:19]2[C:14](=[CH:15][CH:16]=[C:17]([C:20]3[O:21][C:22]([NH:25][CH:26]([CH3:28])[CH3:27])=[N:23][N:24]=3)[CH:18]=2)[N:13]([S:29]([C:32]2[CH:38]=[CH:37][C:35]([CH3:36])=[CH:34][CH:33]=2)(=[O:31])=[O:30])[CH:12]=1.Cl.[CH3:40][NH2:41].O=P(Cl)(Cl)Cl, predict the reaction product. The product is: [F:1][C:2]1[CH:10]=[CH:9][C:5]([C:6]([NH:41][CH3:40])=[O:7])=[CH:4][C:3]=1[C:11]1[C:19]2[C:14](=[CH:15][CH:16]=[C:17]([C:20]3[O:21][C:22]([NH:25][CH:26]([CH3:27])[CH3:28])=[N:23][N:24]=3)[CH:18]=2)[N:13]([S:29]([C:32]2[CH:38]=[CH:37][C:35]([CH3:36])=[CH:34][CH:33]=2)(=[O:31])=[O:30])[CH:12]=1. (3) Given the reactants [CH3:1][N:2]1[C:10]2[C:5](=[CH:6][CH:7]=[C:8]([C:11]([OH:13])=O)[CH:9]=2)[C:4]([CH3:15])([CH3:14])[C:3]1=[O:16].[F:17][C:18]([F:24])([F:23])[C:19]([NH:21]O)=[NH:20], predict the reaction product. The product is: [CH3:1][N:2]1[C:10]2[C:5](=[CH:6][CH:7]=[C:8]([C:11]3[O:13][N:21]=[C:19]([C:18]([F:24])([F:23])[F:17])[N:20]=3)[CH:9]=2)[C:4]([CH3:15])([CH3:14])[C:3]1=[O:16]. (4) Given the reactants Cl.[C:2]([S:21][CH2:22][CH2:23][NH2:24])([C:15]1[CH:20]=[CH:19][CH:18]=[CH:17][CH:16]=1)([C:9]1[CH:14]=[CH:13][CH:12]=[CH:11][CH:10]=1)[C:3]1[CH:8]=[CH:7][CH:6]=[CH:5][CH:4]=1.[CH3:25][C:26]1[C:34]([NH:35][S:36]([C:39]2[S:40][CH:41]=[CH:42][CH:43]=2)(=[O:38])=[O:37])=[C:33]2[C:29]([CH:30]=[C:31]([C:44](O)=[O:45])[NH:32]2)=[CH:28][CH:27]=1.N1(O)C2C=CC=CC=2N=N1.Cl.CN(C)CCCN=C=NCC, predict the reaction product. The product is: [CH3:25][C:26]1[C:34]([NH:35][S:36]([C:39]2[S:40][CH:41]=[CH:42][CH:43]=2)(=[O:38])=[O:37])=[C:33]2[C:29]([CH:30]=[C:31]([C:44]([NH:24][CH2:23][CH2:22][S:21][C:2]([C:9]3[CH:14]=[CH:13][CH:12]=[CH:11][CH:10]=3)([C:15]3[CH:16]=[CH:17][CH:18]=[CH:19][CH:20]=3)[C:3]3[CH:8]=[CH:7][CH:6]=[CH:5][CH:4]=3)=[O:45])[NH:32]2)=[CH:28][CH:27]=1. (5) Given the reactants [C:1](Cl)(=[O:5])[CH2:2][CH2:3][CH3:4].Cl.Cl.[NH2:9][CH2:10][CH2:11][C:12]([O:14][C:15]([CH3:18])([CH3:17])[CH3:16])=[O:13].C(N(CC)CC)C.C(=O)([O-])O.[Na+], predict the reaction product. The product is: [C:1]([NH:9][CH2:10][CH2:11][C:12]([O:14][C:15]([CH3:18])([CH3:17])[CH3:16])=[O:13])(=[O:5])[CH2:2][CH2:3][CH3:4]. (6) Given the reactants CO[C:3](=[O:19])[CH:4]([C:11]1[CH:16]=[CH:15][C:14]([Cl:17])=[C:13]([Cl:18])[CH:12]=1)[CH2:5][CH:6]1[CH2:10][CH2:9][CH2:8][O:7]1.[CH3:20][NH:21][C:22]([NH2:24])=[O:23].C[O-].[Mg+2].C[O-].CO, predict the reaction product. The product is: [Cl:18][C:13]1[CH:12]=[C:11]([CH:4]([CH2:5][CH:6]2[CH2:10][CH2:9][CH2:8][O:7]2)[C:3]([NH:24][C:22]([NH:21][CH3:20])=[O:23])=[O:19])[CH:16]=[CH:15][C:14]=1[Cl:17]. (7) Given the reactants [Br:1][C:2]1[S:6][C:5]([C:7]2([OH:17])[CH2:16][CH2:15][C:10]3(OCC[O:11]3)[CH2:9][CH2:8]2)=[N:4][CH:3]=1.Cl.CCOC(C)=O.O, predict the reaction product. The product is: [Br:1][C:2]1[S:6][C:5]([C:7]2([OH:17])[CH2:8][CH2:9][C:10](=[O:11])[CH2:15][CH2:16]2)=[N:4][CH:3]=1. (8) Given the reactants I[C:2]1[CH:7]=[CH:6][CH:5]=[CH:4][CH:3]=1.[Cl:8][C:9]1[CH:22]=[CH:21][C:20]2[NH:19][C:18]3[C:13](=[CH:14][CH:15]=[CH:16][CH:17]=3)[C:12]([CH3:24])([CH3:23])[C:11]=2[CH:10]=1.N#N.CC([O-])(C)C.[Na+], predict the reaction product. The product is: [Cl:8][C:9]1[CH:22]=[CH:21][C:20]2[N:19]([C:2]3[CH:7]=[CH:6][CH:5]=[CH:4][CH:3]=3)[C:18]3[C:13](=[CH:14][CH:15]=[CH:16][CH:17]=3)[C:12]([CH3:24])([CH3:23])[C:11]=2[CH:10]=1.